Dataset: Catalyst prediction with 721,799 reactions and 888 catalyst types from USPTO. Task: Predict which catalyst facilitates the given reaction. (1) Reactant: [NH2:1][C:2]1[CH:7]=[CH:6][CH:5]=[CH:4][C:3]=1[SH:8].[Br:9][C:10]1[CH:11]=[CH:12][C:13]([CH:16]=O)=[N:14][CH:15]=1. Product: [Br:9][C:10]1[CH:11]=[CH:12][C:13]([C:16]2[S:8][C:3]3[CH:4]=[CH:5][CH:6]=[CH:7][C:2]=3[N:1]=2)=[N:14][CH:15]=1. The catalyst class is: 8. (2) Reactant: [F:1][C:2]([F:35])([F:34])[C:3]([C:9]1[CH:14]=[CH:13][C:12]([CH2:15][N:16]2[CH2:21][CH2:20][N:19]([S:22]([C:25]3[CH:30]=[CH:29][CH:28]=[C:27]([N+:31]([O-])=O)[CH:26]=3)(=[O:24])=[O:23])[CH2:18][CH2:17]2)=[CH:11][CH:10]=1)([OH:8])[C:4]([F:7])([F:6])[F:5]. Product: [NH2:31][C:27]1[CH:26]=[C:25]([S:22]([N:19]2[CH2:18][CH2:17][N:16]([CH2:15][C:12]3[CH:11]=[CH:10][C:9]([C:3]([OH:8])([C:2]([F:35])([F:34])[F:1])[C:4]([F:5])([F:6])[F:7])=[CH:14][CH:13]=3)[CH2:21][CH2:20]2)(=[O:23])=[O:24])[CH:30]=[CH:29][CH:28]=1. The catalyst class is: 153. (3) Reactant: [H-].[Na+].[CH3:3][O:4][C:5](=[O:20])[CH2:6][NH:7][C:8]1[S:9][CH:10]=[C:11]([C:13]2[CH:18]=[CH:17][C:16]([F:19])=[CH:15][CH:14]=2)[N:12]=1.[C:21]([O:25][C:26](O[C:26]([O:25][C:21]([CH3:24])([CH3:23])[CH3:22])=[O:27])=[O:27])([CH3:24])([CH3:23])[CH3:22]. Product: [CH3:3][O:4][C:5](=[O:20])[CH2:6][N:7]([C:26]([O:25][C:21]([CH3:24])([CH3:23])[CH3:22])=[O:27])[C:8]1[S:9][CH:10]=[C:11]([C:13]2[CH:18]=[CH:17][C:16]([F:19])=[CH:15][CH:14]=2)[N:12]=1. The catalyst class is: 3. (4) Reactant: [O:1]=[C:2]([C:13]1[CH:18]=[CH:17][C:16]([N:19]2[CH2:24][CH2:23][O:22][CH2:21][CH2:20]2)=[CH:15][CH:14]=1)[CH2:3][N:4]([CH3:12])[C:5](=[O:11])[O:6][C:7]([CH3:10])([CH3:9])[CH3:8].C(O)C.[BH4-].[Na+]. Product: [OH:1][CH:2]([C:13]1[CH:14]=[CH:15][C:16]([N:19]2[CH2:20][CH2:21][O:22][CH2:23][CH2:24]2)=[CH:17][CH:18]=1)[CH2:3][N:4]([CH3:12])[C:5](=[O:11])[O:6][C:7]([CH3:9])([CH3:10])[CH3:8]. The catalyst class is: 1. (5) Reactant: [CH2:1]([O:8][C:9]1[C:10]([N:21]2[S:25](=[O:27])(=[O:26])[NH:24][C:23](=[O:28])[CH2:22]2)=[C:11]([F:20])[C:12]2[C:17]([CH:18]=1)=[CH:16][CH:15]=[C:14](Br)[CH:13]=2)[C:2]1[CH:7]=[CH:6][CH:5]=[CH:4][CH:3]=1.[CH3:29][C:30]1(C)C(C)(C)OB(C=C)O1.C([O-])([O-])=O.[Na+].[Na+]. Product: [CH2:1]([O:8][C:9]1[C:10]([N:21]2[S:25](=[O:27])(=[O:26])[NH:24][C:23](=[O:28])[CH2:22]2)=[C:11]([F:20])[C:12]2[C:17]([CH:18]=1)=[CH:16][CH:15]=[C:14]([CH:29]=[CH2:30])[CH:13]=2)[C:2]1[CH:7]=[CH:6][CH:5]=[CH:4][CH:3]=1. The catalyst class is: 57. (6) Reactant: Cl[C:2]1[CH:7]=[N:6][CH:5]=[C:4]([Cl:8])[N:3]=1.Cl.[C:10]([O:14][C:15](=[O:19])[C@@H:16]([CH3:18])[NH2:17])([CH3:13])([CH3:12])[CH3:11].CS(C)=O.CCN(C(C)C)C(C)C. Product: [Cl:8][C:4]1[N:3]=[C:2]([NH:17][C@H:16]([CH3:18])[C:15]([O:14][C:10]([CH3:13])([CH3:12])[CH3:11])=[O:19])[CH:7]=[N:6][CH:5]=1. The catalyst class is: 13. (7) Reactant: [Cl:1][C:2]1[CH:3]=[C:4]2[C:9](=[CH:10][C:11]=1[O:12][C:13]1[CH:18]=[CH:17][C:16]([C:19](=[O:31])[NH:20][CH2:21][CH:22]([C:24]3[CH:29]=[CH:28][C:27]([Cl:30])=[CH:26][CH:25]=3)[OH:23])=[CH:15][CH:14]=1)[O:8][CH2:7][CH2:6][CH:5]2[C:32]([OH:34])=[O:33].C[O-].[Na+:37]. Product: [Cl:1][C:2]1[CH:3]=[C:4]2[C:9](=[CH:10][C:11]=1[O:12][C:13]1[CH:18]=[CH:17][C:16]([C:19](=[O:31])[NH:20][CH2:21][CH:22]([C:24]3[CH:25]=[CH:26][C:27]([Cl:30])=[CH:28][CH:29]=3)[OH:23])=[CH:15][CH:14]=1)[O:8][CH2:7][CH2:6][CH:5]2[C:32]([O-:34])=[O:33].[Na+:37]. The catalyst class is: 5. (8) Reactant: [C:1]([C:5]1[NH:6][C:7]2[C:12]([CH:13]=1)=[CH:11][C:10]([NH:14][CH3:15])=[CH:9][CH:8]=2)([CH3:4])([CH3:3])[CH3:2].[O:16]1[C:20]2[CH:21]=[CH:22][C:23]([C:25]3([C:28]([OH:30])=O)[CH2:27][CH2:26]3)=[CH:24][C:19]=2[O:18][CH2:17]1.C(N(CC)CC)C. Product: [O:16]1[C:20]2[CH:21]=[CH:22][C:23]([C:25]3([C:28]([N:14]([C:10]4[CH:11]=[C:12]5[C:7](=[CH:8][CH:9]=4)[NH:6][C:5]([C:1]([CH3:4])([CH3:3])[CH3:2])=[CH:13]5)[CH3:15])=[O:30])[CH2:26][CH2:27]3)=[CH:24][C:19]=2[O:18][CH2:17]1. The catalyst class is: 9. (9) Reactant: [CH3:1][O:2][C:3]1[C:8]2[O:9][C:10]3[CH:15]=[CH:14][CH:13]=[CH:12][C:11]=3[C:7]=2[C:6]([CH2:16][C:17]#[N:18])=[CH:5][CH:4]=1.[C:19]([O:23][CH3:24])(=[O:22])[CH:20]=[CH2:21]. Product: [CH3:24][O:23][C:19](=[O:22])[CH2:20][CH2:21][C:16]([C:17]#[N:18])([C:6]1[C:7]2[C:11]3[CH:12]=[CH:13][CH:14]=[CH:15][C:10]=3[O:9][C:8]=2[C:3]([O:2][CH3:1])=[CH:4][CH:5]=1)[CH2:21][CH2:20][C:19]([O:23][CH3:24])=[O:22]. The catalyst class is: 115.